From a dataset of Drug-target binding data from BindingDB using IC50 measurements. Regression. Given a target protein amino acid sequence and a drug SMILES string, predict the binding affinity score between them. We predict pIC50 (pIC50 = -log10(IC50 in M); higher means more potent). Dataset: bindingdb_ic50. The drug is Cc1cccc(-n2nccn2)c1C(=O)N1C[C@H](Oc2cc(C#N)ccn2)CC[C@H]1C. The target protein (P56719) has sequence MSSTKLEDSLPRRNWSSASELNETQEPFLNPTDYDDEEFLRYLWREYLHPKEYEWVLIAGYIIVFVVALIGNVLVCVAVWKNHHMRTVTNYFIVNLSLADVLVTITCLPATLVVDITETWFFGQSLCKVIPYLQTVSVSVSVLTLSCIALDRWYAICHPLMFKSTAKRARNSIVVIWIVSCIIMIPQAIVMERSSMLPGLANKTTLFTVCDERWGGEVYPKMYHICFFLVTYMAPLCLMVLAYLQIFRKLWCRQIPGTSSVVQRKWKQPQPVSQPRGSGQQSKARISAVAAEIKQIRARRKTARMLMVVLLVFAICYLPISILNVLKRVFGMFTHTEDRETVYAWFTFSHWLVYANSAANPIIYNFLSGKFREEFKAAFSCCLGVHRRQGDRLARGRTSTESRKSLTTQISNFDNVSKLSEHVALTSISTLPAANGAGPLQNWYLQQGVPSSLLSTWLEV. The pIC50 is 7.5.